Dataset: Reaction yield outcomes from USPTO patents with 853,638 reactions. Task: Predict the reaction yield, written as a fraction of the theoretical maximum amount of product (1.0 means a 100% yield; for example, 0.34 means a 34% yield). (1) The reactants are [NH:1]1[C:5]2[CH:6]=[CH:7][C:8]([C:10]3[O:11][C:12]4[C:17]([C:18](=[O:20])[CH:19]=3)=[CH:16][CH:15]=[C:14]([O:21]C)[C:13]=4[O:23]C)=[CH:9][C:4]=2[N:3]=[CH:2]1.C(=O)(O)[O-].[Na+].[NH:30]1[C:34]2[CH:35]=[CH:36][C:37]([C:39]3[O:40][C:41]4[C:46]([C:47](=[O:49])[CH:48]=3)=[CH:45][CH:44]=[C:43]([O:50][CH3:51])[C:42]=4[OH:52])=[CH:38][C:33]=2[N:32]=[CH:31]1. The catalyst is Br. The product is [NH:1]1[C:5]2[CH:6]=[CH:7][C:8]([C:10]3[O:11][C:12]4[C:17]([C:18](=[O:20])[CH:19]=3)=[CH:16][CH:15]=[C:14]([OH:21])[C:13]=4[OH:23])=[CH:9][C:4]=2[N:3]=[CH:2]1.[NH:30]1[C:34]2[CH:35]=[CH:36][C:37]([C:39]3[O:40][C:41]4[C:46]([C:47](=[O:49])[CH:48]=3)=[CH:45][CH:44]=[C:43]([O:50][CH3:51])[C:42]=4[OH:52])=[CH:38][C:33]=2[N:32]=[CH:31]1. The yield is 0.270. (2) The reactants are C([Sn](CCCC)(CCCC)[C:6]1[N:7]=[CH:8][N:9]([C:11]2[N:16]=[C:15]([C:17]([F:20])([F:19])[F:18])[CH:14]=[C:13]([C:21]3[CH:26]=[CH:25][C:24]([C:27]([F:30])([F:29])[F:28])=[CH:23][CH:22]=3)[N:12]=2)[CH:10]=1)CCC.BrC1C=C([CH2:46][S:47](CC2C=CC=C(Br)C=2)(=[O:49])=[O:48])C=CC=1.C[CH2:59][CH2:60][CH2:61][CH2:62][CH2:63][CH3:64]. The catalyst is C1(C)C=CC=CC=1. The product is [CH3:46][S:47]([C:64]1[CH:63]=[C:62]([C:6]2[N:7]=[CH:8][N:9]([C:11]3[N:16]=[C:15]([C:17]([F:18])([F:19])[F:20])[CH:14]=[C:13]([C:21]4[CH:26]=[CH:25][C:24]([C:27]([F:28])([F:30])[F:29])=[CH:23][CH:22]=4)[N:12]=3)[CH:10]=2)[CH:61]=[CH:60][CH:59]=1)(=[O:49])=[O:48]. The yield is 0.640. (3) The yield is 0.800. The reactants are FC(F)(F)S(O[C:7]1[CH2:12][CH2:11][CH:10]([O:13][CH2:14][CH:15]2[CH2:20][CH2:19][N:18]([C:21]([O:23][C:24]([CH3:27])([CH3:26])[CH3:25])=[O:22])[CH2:17][CH2:16]2)[CH2:9][CH:8]=1)(=O)=O.[CH3:30][C:31]1([CH3:47])[C:35]([CH3:37])([CH3:36])[O:34][B:33]([B:33]2[O:34][C:35]([CH3:37])([CH3:36])[C:31]([CH3:47])([CH3:30])[O:32]2)[O:32]1.C([O-])(=O)C.[K+]. The product is [CH3:30][C:31]1([CH3:47])[C:35]([CH3:37])([CH3:36])[O:34][B:33]([C:7]2[CH2:12][CH2:11][CH:10]([O:13][CH2:14][CH:15]3[CH2:20][CH2:19][N:18]([C:21]([O:23][C:24]([CH3:27])([CH3:26])[CH3:25])=[O:22])[CH2:17][CH2:16]3)[CH2:9][CH:8]=2)[O:32]1. The catalyst is CN(C=O)C.C1C=CC(P(C2C=CC=CC=2)[C-]2C=CC=C2)=CC=1.C1C=CC(P(C2C=CC=CC=2)[C-]2C=CC=C2)=CC=1.Cl[Pd]Cl.[Fe+2].